The task is: Predict the product of the given reaction.. This data is from Forward reaction prediction with 1.9M reactions from USPTO patents (1976-2016). (1) Given the reactants C(OC(=O)[NH:7][CH:8]([C:10]1[CH2:19][C@@H:18]([C:20]2[CH:25]=[CH:24][C:23]([Cl:26])=[C:22]([Cl:27])[CH:21]=2)[C:17]2[C:12](=[CH:13][CH:14]=[CH:15][CH:16]=2)[CH:11]=1)[CH3:9])(C)(C)C.C(O)(C(F)(F)F)=O, predict the reaction product. The product is: [Cl:27][C:22]1[CH:21]=[C:20]([C@H:18]2[C:17]3[C:12](=[CH:13][CH:14]=[CH:15][CH:16]=3)[CH:11]=[C:10]([CH:8]([NH2:7])[CH3:9])[CH2:19]2)[CH:25]=[CH:24][C:23]=1[Cl:26]. (2) Given the reactants Cl[C:2]1[CH:7]=[C:6]([O:8][CH2:9][C:10]#[CH:11])[N:5]=[CH:4][N:3]=1.C(=O)([O-])[O-].[K+].[K+].[CH3:18][O:19][C:20]1[CH:25]=[CH:24][CH:23]=[CH:22][C:21]=1[OH:26].[Cl-].[NH4+], predict the reaction product. The product is: [CH3:18][O:19][C:20]1[CH:25]=[CH:24][CH:23]=[CH:22][C:21]=1[O:26][C:2]1[CH:7]=[C:6]([O:8][CH2:9][C:10]#[CH:11])[N:5]=[CH:4][N:3]=1. (3) Given the reactants Br[C:2]1[CH:3]=[CH:4][C:5]2[N:11]=[C:10]([C:12]3[CH:17]=[CH:16][N:15]=[N:14][CH:13]=3)[CH2:9][C:8](=[O:18])[NH:7][C:6]=2[CH:19]=1.[F:20][C:21]1[CH:26]=[CH:25][CH:24]=[CH:23][C:22]=1B(O)O, predict the reaction product. The product is: [F:20][C:21]1[CH:26]=[CH:25][CH:24]=[CH:23][C:22]=1[C:2]1[CH:3]=[CH:4][C:5]2[N:11]=[C:10]([C:12]3[CH:17]=[CH:16][N:15]=[N:14][CH:13]=3)[CH2:9][C:8](=[O:18])[NH:7][C:6]=2[CH:19]=1. (4) The product is: [F:52][C:50]1[CH:49]=[CH:48][C:46]2[N:47]=[C:43]([NH:42][C:39]3[CH:40]=[CH:41][C:36]([C:20]4[CH:29]=[CH:28][C:23]([C:24]([O:26][CH3:27])=[O:25])=[CH:22][CH:21]=4)=[CH:37][CH:38]=3)[S:44][C:45]=2[CH:51]=1. Given the reactants B1(B2OC(C)(C)C(C)(C)O2)OC(C)(C)C(C)(C)O1.Br[C:20]1[CH:29]=[CH:28][C:23]([C:24]([O:26][CH3:27])=[O:25])=[CH:22][CH:21]=1.CC([O-])=O.[K+].Br[C:36]1[CH:41]=[CH:40][C:39]([NH:42][C:43]2[S:44][C:45]3[CH:51]=[C:50]([F:52])[CH:49]=[CH:48][C:46]=3[N:47]=2)=[CH:38][CH:37]=1.C([O-])(O)=O.[Na+], predict the reaction product. (5) Given the reactants [CH3:1][Si:2]([C:5]#[C:6][C@@H:7]1[NH:11][C@H:10]([C:12]([O:14][CH3:15])=[O:13])[CH2:9][CH2:8]1)([CH3:4])[CH3:3].CN(C1C=CC=CN=1)C.CN1CCOCC1.Cl.CN(C)CCCN=C=NCC.C1(NC2CCCCC2)CCCCC1.[C:57]([O:61][C:62]([NH:64][C@@H:65]([CH:69]1[CH2:73][CH2:72][CH2:71][CH2:70]1)[C:66](O)=[O:67])=[O:63])([CH3:60])([CH3:59])[CH3:58], predict the reaction product. The product is: [C:57]([O:61][C:62]([NH:64][C@@H:65]([CH:69]1[CH2:70][CH2:71][CH2:72][CH2:73]1)[C:66]([N:11]1[C@@H:7]([C:6]#[C:5][Si:2]([CH3:3])([CH3:4])[CH3:1])[CH2:8][CH2:9][C@H:10]1[C:12]([O:14][CH3:15])=[O:13])=[O:67])=[O:63])([CH3:60])([CH3:58])[CH3:59]. (6) Given the reactants [C:1]([O:5][C:6]([N:8]1[CH2:13][CH2:12][CH:11]([CH2:14][NH:15][CH3:16])[CH2:10][CH2:9]1)=[O:7])([CH3:4])([CH3:3])[CH3:2].[Cl:17][C:18]1[N:23]=[C:22](Cl)[CH:21]=[CH:20][N:19]=1.C(=O)([O-])[O-].[K+].[K+], predict the reaction product. The product is: [C:1]([O:5][C:6]([N:8]1[CH2:13][CH2:12][CH:11]([CH2:14][N:15]([C:20]2[CH:21]=[CH:22][N:23]=[C:18]([Cl:17])[N:19]=2)[CH3:16])[CH2:10][CH2:9]1)=[O:7])([CH3:4])([CH3:3])[CH3:2]. (7) The product is: [F:1][C:2]1[CH:7]=[CH:6][C:5]([C:8]2[C:17]3[C:12](=[CH:13][C:14]([S:18]([C:19]4[S:20][C:21]([C@:24]([OH:31])([C:27]([F:29])([F:30])[F:28])[CH2:25][CH3:26])=[CH:22][N:23]=4)(=[O:34])=[O:33])=[CH:15][CH:16]=3)[O:11][C:10](=[O:32])[CH:9]=2)=[CH:4][CH:3]=1. Given the reactants [F:1][C:2]1[CH:7]=[CH:6][C:5]([C:8]2[C:17]3[C:12](=[CH:13][C:14]([S:18][C:19]4[S:20][C:21]([C@:24]([OH:31])([C:27]([F:30])([F:29])[F:28])[CH2:25][CH3:26])=[CH:22][N:23]=4)=[CH:15][CH:16]=3)[O:11][C:10](=[O:32])[CH:9]=2)=[CH:4][CH:3]=1.[OH2:33].[OH2:34].O.O.O.O.C(O[O-])(=O)C1C(=CC=CC=1)C([O-])=O.[Mg+2], predict the reaction product.